This data is from Forward reaction prediction with 1.9M reactions from USPTO patents (1976-2016). The task is: Predict the product of the given reaction. (1) Given the reactants [F:1][C:2]1[CH:28]=[CH:27][C:5]([CH2:6][NH:7][C:8]([C:10]2[C:15]([O:16]CC3C=CC=CC=3)=[C:14]([O:24]C)[CH:13]=[C:12]([Br:26])[N:11]=2)=[O:9])=[CH:4][CH:3]=1.C[Si](I)(C)C, predict the reaction product. The product is: [F:1][C:2]1[CH:3]=[CH:4][C:5]([CH2:6][NH:7][C:8]([C:10]2[C:15]([OH:16])=[C:14]([OH:24])[CH:13]=[C:12]([Br:26])[N:11]=2)=[O:9])=[CH:27][CH:28]=1. (2) Given the reactants O1CCOCCOCCOCCOCCOCC1.CC(C)([O-])C.[K+].[N+:25]([C:28]1[CH:29]=[C:30]2[C:34](=[CH:35][CH:36]=1)[NH:33][C:32]([C:37]([O:39][CH2:40][CH3:41])=[O:38])=[CH:31]2)([O-:27])=[O:26].[F:42][C:43]1[CH:50]=[C:49]([F:51])[CH:48]=[CH:47][C:44]=1[CH2:45]Br, predict the reaction product. The product is: [F:42][C:43]1[CH:50]=[C:49]([F:51])[CH:48]=[CH:47][C:44]=1[CH2:45][N:33]1[C:34]2[C:30](=[CH:29][C:28]([N+:25]([O-:27])=[O:26])=[CH:36][CH:35]=2)[CH:31]=[C:32]1[C:37]([O:39][CH2:40][CH3:41])=[O:38]. (3) Given the reactants Cl.[NH2:2][C:3]([NH2:5])=[NH:4].CC[O-].[Na+].CN([CH:13]=[C:14]1[C:19](=O)[CH2:18][CH2:17][N:16]([C:21]([O:23][C:24]([CH3:27])([CH3:26])[CH3:25])=[O:22])[CH2:15]1)C, predict the reaction product. The product is: [NH2:4][C:3]1[N:5]=[CH:13][C:14]2[CH2:15][N:16]([C:21]([O:23][C:24]([CH3:27])([CH3:26])[CH3:25])=[O:22])[CH2:17][CH2:18][C:19]=2[N:2]=1. (4) Given the reactants [OH:1][C:2]1[NH:7][C:6](=[O:8])[N:5]([CH2:9][C:10]2[CH:15]=[CH:14][CH:13]=[CH:12][CH:11]=2)[C:4](=[O:16])[C:3]=1[C:17]([NH:19][CH2:20][C:21]([O:23]CC)=[O:22])=[O:18].[N:26]([CH2:29][C:30](OCC)=O)=C=O.[C:35]1([CH2:41]N2C(=O)CC(=O)NC2=O)[CH:40]=C[CH:38]=[CH:37][CH:36]=1.C(N(C(C)C)C(C)C)C, predict the reaction product. The product is: [C:29]([C:30]1[CH:40]=[C:35]([CH2:41][N:7]2[C:2]([OH:1])=[C:3]([C:17]([NH:19][CH2:20][C:21]([OH:23])=[O:22])=[O:18])[C:4](=[O:16])[N:5]([CH2:9][C:10]3[CH:15]=[CH:14][CH:13]=[CH:12][CH:11]=3)[C:6]2=[O:8])[CH:36]=[CH:37][CH:38]=1)#[N:26]. (5) Given the reactants [C:1]1([S:7]([N:10]2[C:14]3=[N:15][CH:16]=[CH:17][CH:18]=[C:13]3[CH:12]=[C:11]2[C:19](OS(C2C=CC(C)=CC=2)(=O)=O)=[CH:20][CH:21]([CH3:23])[CH3:22])(=[O:9])=[O:8])[CH:6]=[CH:5][CH:4]=[CH:3][CH:2]=1.[CH2:35]([O:37][C:38]1[CH:39]=[C:40](B(O)O)[CH:41]=[CH:42][CH:43]=1)[CH3:36].C(=O)([O-])[O-].[Na+].[Na+], predict the reaction product. The product is: [CH2:35]([O:37][C:38]1[CH:43]=[C:42]([C:19]([C:11]2[N:10]([S:7]([C:1]3[CH:6]=[CH:5][CH:4]=[CH:3][CH:2]=3)(=[O:9])=[O:8])[C:14]3=[N:15][CH:16]=[CH:17][CH:18]=[C:13]3[CH:12]=2)=[CH:20][CH:21]([CH3:22])[CH3:23])[CH:41]=[CH:40][CH:39]=1)[CH3:36]. (6) Given the reactants F[C:2]1[C:7]([N+:8]([O-:10])=[O:9])=[CH:6][CH:5]=[CH:4][N:3]=1.[CH:11]1([OH:18])[CH2:16][CH2:15][CH:14]([OH:17])[CH2:13][CH2:12]1, predict the reaction product. The product is: [N+:8]([C:7]1[C:2]([O:17][CH:14]2[CH2:15][CH2:16][CH:11]([OH:18])[CH2:12][CH2:13]2)=[N:3][CH:4]=[CH:5][CH:6]=1)([O-:10])=[O:9].